From a dataset of Catalyst prediction with 721,799 reactions and 888 catalyst types from USPTO. Predict which catalyst facilitates the given reaction. (1) Reactant: [CH2:1]([NH2:4])[CH2:2][NH2:3].O.[C:6]1([C:12]([CH:14]=O)=O)[CH:11]=[CH:10][CH:9]=[CH:8][CH:7]=1.[BH4-].[Na+]. Product: [C:6]1([CH:12]2[CH2:14][NH:4][CH2:1][CH2:2][NH:3]2)[CH:11]=[CH:10][CH:9]=[CH:8][CH:7]=1. The catalyst class is: 6. (2) Reactant: O=C1[N:6]([S:7]([NH:10][C@@H:11]([CH2:22][C:23]2[O:24][C:25]([CH2:28][C:29]3[S:30][C:31]4[CH:37]=[C:36]([C:38]5[CH:43]=[CH:42][CH:41]=[CH:40][CH:39]=5)[CH:35]=[CH:34][C:32]=4[N:33]=3)=[N:26][N:27]=2)[C:12]([O:14][CH2:15][C:16]2[CH:21]=[CH:20][CH:19]=[CH:18][CH:17]=2)=[O:13])(=[O:9])=[O:8])[CH2:5][CH2:4]O1.[CH:44]1(N)CC1. Product: [CH:5]1([NH:6][S:7]([NH:10][C@@H:11]([CH2:22][C:23]2[O:24][C:25]([CH2:28][C:29]3[S:30][C:31]4[CH:37]=[C:36]([C:38]5[CH:39]=[CH:40][CH:41]=[CH:42][CH:43]=5)[CH:35]=[CH:34][C:32]=4[N:33]=3)=[N:26][N:27]=2)[C:12]([O:14][CH2:15][C:16]2[CH:21]=[CH:20][CH:19]=[CH:18][CH:17]=2)=[O:13])(=[O:8])=[O:9])[CH2:4][CH2:44]1. The catalyst class is: 10. (3) Reactant: [C:1]([O:5][C:6](=[O:25])[NH:7][C:8]1[CH2:9][O:10][CH2:11][C@:12]([C:15]2[CH:20]=[C:19]([N+:21]([O-])=O)[CH:18]=[C:17]([Br:24])[CH:16]=2)([CH3:14])[N:13]=1)([CH3:4])([CH3:3])[CH3:2]. Product: [C:1]([O:5][C:6](=[O:25])[NH:7][C:8]1[CH2:9][O:10][CH2:11][C@:12]([C:15]2[CH:16]=[C:17]([Br:24])[CH:18]=[C:19]([NH2:21])[CH:20]=2)([CH3:14])[N:13]=1)([CH3:2])([CH3:3])[CH3:4]. The catalyst class is: 94. (4) Reactant: [CH3:1][N:2]1[CH:6]2[CH2:7][CH:8](OS(C)(=O)=O)[CH2:9][CH:3]1[CH2:4][CH2:5]2.C([O:17][C:18]([S-:20])=[S:19])C.[Na+]. Product: [CH3:1][N:2]1[C@@H:3]2[CH2:9][CH:8]([S:19][C:18]([SH:20])=[O:17])[CH2:7][C@H:6]1[CH2:5][CH2:4]2. The catalyst class is: 11. (5) Reactant: [CH3:1][O:2][N:3]([CH3:19])[C:4](=[O:18])[C:5]1[CH:10]=[CH:9][C:8]([C:11]([F:14])([F:13])[F:12])=[CH:7][C:6]=1[N+:15]([O-])=O. Product: [NH2:15][C:6]1[CH:7]=[C:8]([C:11]([F:12])([F:13])[F:14])[CH:9]=[CH:10][C:5]=1[C:4]([N:3]([O:2][CH3:1])[CH3:19])=[O:18]. The catalyst class is: 45. (6) Reactant: [CH3:1][C:2]1[O:3][C:4](=[O:8])[O:5][C:6]=1[CH3:7].[Br:9]N1C(=O)CCC1=O. Product: [Br:9][CH2:1][C:2]1[O:3][C:4](=[O:8])[O:5][C:6]=1[CH3:7]. The catalyst class is: 340. (7) Reactant: [CH3:1][CH:2]([C:4]1[CH:13]=[CH:12][C:7]([C:8]([NH:10][NH2:11])=[O:9])=[CH:6][CH:5]=1)[CH3:3].C1C=CC2N(O)N=NC=2C=1.CCN=C=NCCCN(C)C.Cl.[NH2:36][C:37]1[C:42]([C:43](O)=[O:44])=[CH:41][CH:40]=[CH:39][N:38]=1.C(=O)([O-])O.[Na+]. Product: [NH2:36][C:37]1[C:42]([C:43]([NH:11][NH:10][C:8]([C:7]2[CH:12]=[CH:13][C:4]([CH:2]([CH3:1])[CH3:3])=[CH:5][CH:6]=2)=[O:9])=[O:44])=[CH:41][CH:40]=[CH:39][N:38]=1. The catalyst class is: 18. (8) Reactant: Cl[C:2]([O:4][C:5]1[CH:10]=[CH:9][CH:8]=[CH:7][CH:6]=1)=[O:3].[CH3:11][C:12]1[N:13]=[C:14]([NH2:18])[S:15][C:16]=1[CH3:17].N1C=CC=CC=1.O. Product: [CH3:11][C:12]1[N:13]=[C:14]([NH:18][C:2](=[O:3])[O:4][C:5]2[CH:10]=[CH:9][CH:8]=[CH:7][CH:6]=2)[S:15][C:16]=1[CH3:17]. The catalyst class is: 2. (9) Reactant: [C:1]1([C:7]2[N:12]=[N:11][C:10]([NH2:13])=[CH:9][CH:8]=2)[CH:6]=[CH:5][CH:4]=[CH:3][CH:2]=1.C([O-])(O)=O.[Na+].[Br:19]Br. Product: [Br:19][C:9]1[CH:8]=[C:7]([C:1]2[CH:2]=[CH:3][CH:4]=[CH:5][CH:6]=2)[N:12]=[N:11][C:10]=1[NH2:13]. The catalyst class is: 5.